From a dataset of Forward reaction prediction with 1.9M reactions from USPTO patents (1976-2016). Predict the product of the given reaction. (1) Given the reactants [NH2:1][C:2]1[CH:7]=[CH:6][C:5]([NH:8][C:9]([C:11]2[C:12]([C:17]3[CH:22]=[CH:21][C:20]([C:23]([F:26])([F:25])[F:24])=[CH:19][CH:18]=3)=[CH:13][CH:14]=[CH:15][CH:16]=2)=[O:10])=[CH:4][CH:3]=1.[N:27]1[CH:32]=[CH:31][C:30]([CH2:33][C:34](O)=[O:35])=[N:29][CH:28]=1.C1C=CC2N(O)N=NC=2C=1.CCN=C=NCCCN(C)C.Cl, predict the reaction product. The product is: [N:27]1[CH:32]=[CH:31][C:30]([CH2:33][C:34]([NH:1][C:2]2[CH:7]=[CH:6][C:5]([NH:8][C:9]([C:11]3[C:12]([C:17]4[CH:22]=[CH:21][C:20]([C:23]([F:24])([F:25])[F:26])=[CH:19][CH:18]=4)=[CH:13][CH:14]=[CH:15][CH:16]=3)=[O:10])=[CH:4][CH:3]=2)=[O:35])=[N:29][CH:28]=1. (2) Given the reactants [CH:1](=O)[C:2]1[CH:7]=[CH:6][CH:5]=[CH:4][CH:3]=1.C(O[BH-](OC(=O)C)OC(=O)C)(=O)C.[Na+].[CH:23]12[NH:30][CH:27]([CH2:28][CH2:29]1)[CH2:26][CH:25]([NH:31][C:32]1[CH:33]=[C:34]3[C:38](=[CH:39][CH:40]=1)[NH:37][N:36]=[CH:35]3)[CH2:24]2, predict the reaction product. The product is: [CH2:1]([N:30]1[CH:27]2[CH2:28][CH2:29][CH:23]1[CH2:24][CH:25]([NH:31][C:32]1[CH:33]=[C:34]3[C:38](=[CH:39][CH:40]=1)[NH:37][N:36]=[CH:35]3)[CH2:26]2)[C:2]1[CH:7]=[CH:6][CH:5]=[CH:4][CH:3]=1. (3) The product is: [F:2][C:3]1[CH:4]=[C:5]([CH:37]=[CH:38][CH:39]=1)[CH2:6][N:7]([CH3:36])[C:8]([C:10]1[C:11]([CH:33]([CH3:35])[CH3:34])=[C:12]([CH2:22][CH2:23][CH:24]2[CH2:25][CH:26]([OH:31])[CH2:27][C:28](=[O:30])[O:32]2)[N:13]([C:15]2[CH:20]=[CH:19][C:18]([F:21])=[CH:17][CH:16]=2)[N:14]=1)=[O:9]. Given the reactants [Na+].[F:2][C:3]1[CH:4]=[C:5]([CH:37]=[CH:38][CH:39]=1)[CH2:6][N:7]([CH3:36])[C:8]([C:10]1[C:11]([CH:33]([CH3:35])[CH3:34])=[C:12]([CH2:22][CH2:23][CH:24]([OH:32])[CH2:25][CH:26]([OH:31])[CH2:27][C:28]([O-:30])=O)[N:13]([C:15]2[CH:20]=[CH:19][C:18]([F:21])=[CH:17][CH:16]=2)[N:14]=1)=[O:9].C(O)(C(F)(F)F)=O, predict the reaction product.